From a dataset of Catalyst prediction with 721,799 reactions and 888 catalyst types from USPTO. Predict which catalyst facilitates the given reaction. (1) Reactant: [NH2:1][CH2:2][C:3]1[CH:4]=[C:5]2[C:9](=[CH:10][CH:11]=1)[NH:8][C:7](=[O:12])[CH2:6]2.[CH:13]12[CH2:18][CH:17]1[C:16](=[O:19])[O:15][C:14]2=O. Product: [O:12]=[C:7]1[CH2:6][C:5]2[C:9](=[CH:10][CH:11]=[C:3]([CH2:2][N:1]3[C:14](=[O:15])[C@@H:13]4[C@@H:17]([CH2:18]4)[C:16]3=[O:19])[CH:4]=2)[NH:8]1. The catalyst class is: 15. (2) Reactant: Cl.Cl.C[O:4][C:5](=[O:13])[C@H:6]([CH2:8][CH2:9][CH2:10][CH2:11][NH2:12])[NH2:7]. Product: [NH2:7][C@H:6]([C:5]([OH:13])=[O:4])[CH2:8][CH2:9][CH2:10][CH2:11][NH2:12]. The catalyst class is: 801. (3) Reactant: [CH:1]1[CH:6]=[CH:5][C:4]([C:7]([Cl:21])([C:14]2[C:19]([Cl:20])=[CH:18][CH:17]=[CH:16][CH:15]=2)[C:8]2[CH:13]=[CH:12][CH:11]=[CH:10][CH:9]=2)=[CH:3][CH:2]=1.CO.C(N(C(C)C)CC)(C)C.[CH:33]1[C:45]2[CH:44]([CH2:46][O:47][C:48]([NH:50][C@H:51]([C:66](=[O:73])[N:67]3[CH2:72][CH2:71][CH2:70][CH2:69][CH2:68]3)[CH2:52][C:53]3[CH:54]=[C:55]([C:59](=[CH2:65])[CH2:60][CH2:61][C:62]([OH:64])=[O:63])[CH:56]=[CH:57][CH:58]=3)=[O:49])[C:43]3[C:38](=[CH:39][CH:40]=[CH:41][CH:42]=3)[C:37]=2[CH:36]=[CH:35][CH:34]=1. Product: [CH:42]1[C:43]2[CH:44]([CH2:46][O:47][C:48]([NH:50][C@H:51]([C:66](=[O:73])[N:67]3[CH2:72][CH2:71][CH2:70][CH2:69][CH2:68]3)[CH2:52][C:53]3[CH:54]=[C:55]([C:59](=[CH2:65])[CH2:60][CH2:61][C:62]([OH:64])=[O:63])[CH:56]=[CH:57][CH:58]=3)=[O:49])[C:45]3[C:37](=[CH:36][CH:35]=[CH:34][CH:33]=3)[C:38]=2[CH:39]=[CH:40][CH:41]=1.[CH:11]1[CH:10]=[CH:9][C:8]([C:7]([Cl:21])([C:14]2[C:19]([Cl:20])=[CH:18][CH:17]=[CH:16][CH:15]=2)[C:4]2[CH:5]=[CH:6][CH:1]=[CH:2][CH:3]=2)=[CH:13][CH:12]=1. The catalyst class is: 4. (4) Reactant: [CH2:1]([C:4]1[CH:9]=[CH:8][CH:7]=[C:6]([CH2:10][CH:11]=[CH2:12])[C:5]=1[OH:13])[CH:2]=[CH2:3].[OH-].[Na+].C1(O)C=CC=CC=1.Cl[CH2:24][CH2:25][O:26][CH2:27][CH2:28]Cl. Product: [CH2:25]([O:26][CH2:27][CH2:28][O:13][C:5]1[C:4]([CH2:1][CH:2]=[CH2:3])=[CH:9][CH:8]=[CH:7][C:6]=1[CH2:10][CH:11]=[CH2:12])[CH3:24]. The catalyst class is: 40. (5) The catalyst class is: 34. Reactant: Br[C:2]1[CH:3]=[CH:4][CH:5]=[C:6]2[C:11]=1[N:10]=[C:9]([NH:12][C:13]([CH3:16])([CH3:15])[CH3:14])[NH:8][C:7]2=[O:17].C([O-])([O-])=O.[K+].[K+].[CH3:24][C@@H:25]1[C:29]2[NH:30][C:31](B3OC(C)(C)C(C)(C)O3)=[CH:32][C:28]=2[C:27](=[O:42])[NH:26]1.O1CCOCC1. Product: [C:13]([NH:12][C:9]1[NH:8][C:7](=[O:17])[C:6]2[C:11](=[C:2]([C:31]3[NH:30][C:29]4[C@@H:25]([CH3:24])[NH:26][C:27](=[O:42])[C:28]=4[CH:32]=3)[CH:3]=[CH:4][CH:5]=2)[N:10]=1)([CH3:16])([CH3:15])[CH3:14]. (6) Product: [CH3:1][C:2]1[CH:7]=[C:6]([C:8]2[S:12][C:11]([C:35]3([OH:38])[CH2:36][CH2:37][S:32][CH2:33][CH2:34]3)=[N:10][CH:9]=2)[CH:5]=[C:4]([NH:13][C:14]2[N:19]=[C:18]([C:20]([F:21])([F:23])[F:22])[CH:17]=[CH:16][N:15]=2)[CH:3]=1. Reactant: [CH3:1][C:2]1[CH:3]=[C:4]([NH:13][C:14]2[N:19]=[C:18]([C:20]([F:23])([F:22])[F:21])[CH:17]=[CH:16][N:15]=2)[CH:5]=[C:6]([C:8]2[S:12][CH:11]=[N:10][CH:9]=2)[CH:7]=1.C([N-]C(C)C)(C)C.[Li+].[S:32]1[CH2:37][CH2:36][C:35](=[O:38])[CH2:34][CH2:33]1. The catalyst class is: 1.